From a dataset of NCI-60 drug combinations with 297,098 pairs across 59 cell lines. Regression. Given two drug SMILES strings and cell line genomic features, predict the synergy score measuring deviation from expected non-interaction effect. Drug 1: CC1=C2C(C(=O)C3(C(CC4C(C3C(C(C2(C)C)(CC1OC(=O)C(C(C5=CC=CC=C5)NC(=O)OC(C)(C)C)O)O)OC(=O)C6=CC=CC=C6)(CO4)OC(=O)C)OC)C)OC. Drug 2: CC1C(C(CC(O1)OC2CC(OC(C2O)C)OC3=CC4=CC5=C(C(=O)C(C(C5)C(C(=O)C(C(C)O)O)OC)OC6CC(C(C(O6)C)O)OC7CC(C(C(O7)C)O)OC8CC(C(C(O8)C)O)(C)O)C(=C4C(=C3C)O)O)O)O. Cell line: M14. Synergy scores: CSS=57.1, Synergy_ZIP=16.7, Synergy_Bliss=18.2, Synergy_Loewe=-7.03, Synergy_HSA=18.2.